Predict which catalyst facilitates the given reaction. From a dataset of Catalyst prediction with 721,799 reactions and 888 catalyst types from USPTO. Reactant: [Cl:1][C:2]1[CH:3]=[CH:4][C:5]([CH3:40])=[C:6]([N:8]2[C:15](=[O:16])[C:14]3[N:13]=[C:12]([C:17]4[CH:18]=[C:19]([CH2:25][C:26]([OH:28])=O)[CH:20]=[N:21][C:22]=4[O:23][CH3:24])[N:11]([CH:29]([CH3:31])[CH3:30])[C:10]=3[CH:9]2[C:32]2[CH:37]=[CH:36][C:35]([C:38]#[N:39])=[CH:34][CH:33]=2)[CH:7]=1.Cl.[CH3:42][NH2:43]. Product: [Cl:1][C:2]1[CH:3]=[CH:4][C:5]([CH3:40])=[C:6]([N:8]2[C:15](=[O:16])[C:14]3[N:13]=[C:12]([C:17]4[CH:18]=[C:19]([CH2:25][C:26]([NH:43][CH3:42])=[O:28])[CH:20]=[N:21][C:22]=4[O:23][CH3:24])[N:11]([CH:29]([CH3:31])[CH3:30])[C:10]=3[CH:9]2[C:32]2[CH:33]=[CH:34][C:35]([C:38]#[N:39])=[CH:36][CH:37]=2)[CH:7]=1. The catalyst class is: 61.